From a dataset of Full USPTO retrosynthesis dataset with 1.9M reactions from patents (1976-2016). Predict the reactants needed to synthesize the given product. (1) Given the product [CH3:1][O:2][C:3]([C:5]1[C:14]2[C:9](=[CH:10][C:11]([O:15][C:21]3[CH:22]=[C:17]([Cl:16])[N:18]=[C:19]([CH3:24])[N:20]=3)=[CH:12][CH:13]=2)[CH:8]=[CH:7][CH:6]=1)=[O:4], predict the reactants needed to synthesize it. The reactants are: [CH3:1][O:2][C:3]([C:5]1[C:14]2[C:9](=[CH:10][C:11]([OH:15])=[CH:12][CH:13]=2)[CH:8]=[CH:7][CH:6]=1)=[O:4].[Cl:16][C:17]1[CH:22]=[C:21](Cl)[N:20]=[C:19]([CH3:24])[N:18]=1.[O-]P([O-])([O-])=O.[K+].[K+].[K+].O. (2) Given the product [OH:31][CH:28]1[CH2:29][CH2:30][N:26]([C:23]2[N:24]=[CH:25][C:20]([NH:19][C:12]([C:10]3[N:11]=[C:7]([C:1]4[CH:2]=[CH:3][CH:4]=[CH:5][CH:6]=4)[O:8][C:9]=3[C:15]([F:18])([F:17])[F:16])=[O:14])=[CH:21][N:22]=2)[CH2:27]1, predict the reactants needed to synthesize it. The reactants are: [C:1]1([C:7]2[O:8][C:9]([C:15]([F:18])([F:17])[F:16])=[C:10]([C:12]([OH:14])=O)[N:11]=2)[CH:6]=[CH:5][CH:4]=[CH:3][CH:2]=1.[NH2:19][C:20]1[CH:21]=[N:22][C:23]([N:26]2[CH2:30][CH2:29][CH:28]([OH:31])[CH2:27]2)=[N:24][CH:25]=1.